This data is from Serine/threonine kinase 33 screen with 319,792 compounds. The task is: Binary Classification. Given a drug SMILES string, predict its activity (active/inactive) in a high-throughput screening assay against a specified biological target. The drug is Clc1cc(N2CCN(CC2)C(=O)c2c(oc(c2)C)C)ccc1. The result is 0 (inactive).